From a dataset of NCI-60 drug combinations with 297,098 pairs across 59 cell lines. Regression. Given two drug SMILES strings and cell line genomic features, predict the synergy score measuring deviation from expected non-interaction effect. (1) Drug 1: CCN(CC)CCNC(=O)C1=C(NC(=C1C)C=C2C3=C(C=CC(=C3)F)NC2=O)C. Drug 2: CS(=O)(=O)OCCCCOS(=O)(=O)C. Cell line: HOP-92. Synergy scores: CSS=2.43, Synergy_ZIP=0.547, Synergy_Bliss=-0.946, Synergy_Loewe=-2.44, Synergy_HSA=-2.96. (2) Drug 1: C1CCC(CC1)NC(=O)N(CCCl)N=O. Drug 2: C#CCC(CC1=CN=C2C(=N1)C(=NC(=N2)N)N)C3=CC=C(C=C3)C(=O)NC(CCC(=O)O)C(=O)O. Cell line: OVCAR3. Synergy scores: CSS=10.5, Synergy_ZIP=-4.11, Synergy_Bliss=-5.26, Synergy_Loewe=-7.27, Synergy_HSA=-6.84.